Regression/Classification. Given a drug SMILES string, predict its absorption, distribution, metabolism, or excretion properties. Task type varies by dataset: regression for continuous measurements (e.g., permeability, clearance, half-life) or binary classification for categorical outcomes (e.g., BBB penetration, CYP inhibition). For this dataset (half_life_obach), we predict log10(half-life) (log10 of half-life in hours). From a dataset of Drug half-life prediction data from Obach et al.. (1) The molecule is COCC(=O)O[C@]1(CCN(C)CCCc2nc3ccccc3[nH]2)CCc2cc(F)ccc2[C@@H]1C(C)C. The log10(half-life) is 1.11. (2) The molecule is CC(C)NCC(O)COc1ccc(CCOCC2CC2)cc1. The log10(half-life) is 1.23. (3) The drug is CC1(C)S[C@@H]2[C@H](NC(=O)Cc3ccccc3)C(=O)N2[C@H]1C(=O)O. The log10(half-life) is -0.150. (4) The molecule is COc1cc2ncnc(Nc3ccc(F)c(Cl)c3)c2cc1OCCCN1CCOCC1. The log10(half-life) is 1.53. (5) The compound is Cc1cnc(C(=O)NCCc2ccc(S(=O)(=O)NC(=O)NC3CCCCC3)cc2)cn1. The log10(half-life) is 0.520. (6) The molecule is CCn1cc(C(=O)O)c(=O)c2cc(F)c(N3CCN(C)CC3)cc21. The log10(half-life) is 1.04.